The task is: Predict the reaction yield, written as a fraction of the theoretical maximum amount of product (1.0 means a 100% yield; for example, 0.34 means a 34% yield).. This data is from Reaction yield outcomes from USPTO patents with 853,638 reactions. (1) The reactants are [CH:1]1([NH:6][C:7]2[N:16]=[CH:15][C:14]3[CH2:13][CH2:12][C:11]4[C:17]([C:21]([O-])=[O:22])=[N:18][N:19]([CH3:20])[C:10]=4[C:9]=3[N:8]=2)[CH2:5][CH2:4][CH2:3][CH2:2]1.[K+].C(Cl)(=O)C(Cl)=O.Cl.[CH3:32][NH:33][OH:34].C(N(CC)CC)C. The catalyst is ClCCl.CN(C)C=O. The product is [CH:1]1([NH:6][C:7]2[N:16]=[CH:15][C:14]3[CH2:13][CH2:12][C:11]4[C:17]([C:21]([N:33]([OH:34])[CH3:32])=[O:22])=[N:18][N:19]([CH3:20])[C:10]=4[C:9]=3[N:8]=2)[CH2:2][CH2:3][CH2:4][CH2:5]1. The yield is 0.600. (2) The reactants are [NH:1]1[C:9]2[C:4](=[CH:5][CH:6]=[C:7](/[CH:10]=[CH:11]/[C:12](=[O:17])[CH2:13][C:14](=[O:16])[CH3:15])[CH:8]=2)[CH:3]=[CH:2]1.[B]=O.[CH3:20][O:21][C:22]1[CH:29]=[C:28]([CH2:30][N:31]2[CH2:36][CH2:35][N:34]([CH3:37])[CH2:33][CH2:32]2)[CH:27]=[CH:26][C:23]=1[CH:24]=O.N1CCCCC1.C([O-])([O-])=O.[K+].[K+]. The catalyst is CCOC(C)=O.B(OC(C)C)(OC(C)C)OC(C)C. The product is [NH:1]1[C:9]2[C:4](=[CH:5][CH:6]=[C:7](/[CH:10]=[CH:11]/[C:12](=[O:17])[CH2:13][C:14](=[O:16])/[CH:15]=[CH:24]/[C:23]3[CH:26]=[CH:27][C:28]([CH2:30][N:31]4[CH2:36][CH2:35][N:34]([CH3:37])[CH2:33][CH2:32]4)=[CH:29][C:22]=3[O:21][CH3:20])[CH:8]=2)[CH:3]=[CH:2]1. The yield is 0.470.